This data is from Forward reaction prediction with 1.9M reactions from USPTO patents (1976-2016). The task is: Predict the product of the given reaction. (1) Given the reactants [CH3:1][C:2]1[C:10]([CH3:11])=[CH:9][C:5]2[N:6]=[CH:7][NH:8][C:4]=2[CH:3]=1.[H-].[Na+].I[CH3:15], predict the reaction product. The product is: [CH3:15][N:6]1[C:5]2[CH:9]=[C:10]([CH3:11])[C:2]([CH3:1])=[CH:3][C:4]=2[N:8]=[CH:7]1. (2) Given the reactants [C:1]([N:4]([C:17]1[CH:22]=[C:21]([F:23])[CH:20]=[CH:19][C:18]=1Br)[CH2:5][CH:6]=[CH:7][CH:8]1[CH:12]([CH3:13])[CH2:11][CH2:10][N:9]1[C:14]([OH:16])=[O:15])(=[O:3])[CH3:2].C([O-])([O-])=O.[K+].[K+], predict the reaction product. The product is: [C:12]([O:16][C:14]([N:9]1[CH2:10][CH2:11][CH:12]([CH3:13])[CH:8]1[CH2:7][C:6]1[C:18]2[C:17](=[CH:22][C:21]([F:23])=[CH:20][CH:19]=2)[N:4]([C:1](=[O:3])[CH3:2])[CH:5]=1)=[O:15])([CH3:13])([CH3:8])[CH3:11]. (3) Given the reactants [F:1][C:2]1[C:10]([O:11][C:12]2[C:21]3[C:16](=[CH:17][C:18]([O:24][CH2:25][C@H:26]4[CH2:28][O:27]4)=[C:19]([O:22][CH3:23])[CH:20]=3)[N:15]=[CH:14][N:13]=2)=[CH:9][CH:8]=[C:7]2[C:3]=1[CH:4]=[C:5]([CH3:29])[NH:6]2.[O:30]1[C:34]2([CH2:39][CH2:38][NH:37][CH2:36][CH2:35]2)[O:33][CH2:32][CH2:31]1, predict the reaction product. The product is: [O:30]1[C:34]2([CH2:39][CH2:38][N:37]([CH2:28][C@@H:26]([OH:27])[CH2:25][O:24][C:18]3[CH:17]=[C:16]4[C:21]([C:12]([O:11][C:10]5[C:2]([F:1])=[C:3]6[C:7](=[CH:8][CH:9]=5)[NH:6][C:5]([CH3:29])=[CH:4]6)=[N:13][CH:14]=[N:15]4)=[CH:20][C:19]=3[O:22][CH3:23])[CH2:36][CH2:35]2)[O:33][CH2:32][CH2:31]1. (4) Given the reactants [Cl:1][C:2]1[CH:7]=[CH:6][C:5]([C:8]2[N:9]([C:22]3[CH:27]=[CH:26][C:25]([S:28]([CH3:31])(=[O:30])=[O:29])=[CH:24][CH:23]=3)[CH:10]=[C:11]([CH2:13][O:14]C3C=CC(C)=CC=3)[N:12]=2)=[CH:4][CH:3]=1.[CH3:32]O, predict the reaction product. The product is: [Cl:1][C:2]1[CH:3]=[CH:4][C:5]([C:8]2[N:9]([C:22]3[CH:27]=[CH:26][C:25]([S:28]([CH3:31])(=[O:30])=[O:29])=[CH:24][CH:23]=3)[CH:10]=[C:11]([C:13](=[O:14])[CH3:32])[N:12]=2)=[CH:6][CH:7]=1. (5) Given the reactants C([O:3][C:4]([CH:6]1[CH2:11][CH2:10][N:9]([CH2:12][C:13]2[CH:22]=[CH:21][C:20]3[C:15](=[CH:16][CH:17]=[C:18]([O:23][C@H:24]4[CH2:29][CH2:28][C@@H:27]([C:30]([CH3:34])([CH3:33])[CH2:31][CH3:32])[CH2:26][CH2:25]4)[CH:19]=3)[CH:14]=2)[CH2:8][CH2:7]1)=[O:5])C.[OH-].[Li+].O1CCCC1.O, predict the reaction product. The product is: [C:30]([C@@H:27]1[CH2:28][CH2:29][C@H:24]([O:23][C:18]2[CH:19]=[C:20]3[C:15](=[CH:16][CH:17]=2)[CH:14]=[C:13]([CH2:12][N:9]2[CH2:8][CH2:7][CH:6]([C:4]([OH:5])=[O:3])[CH2:11][CH2:10]2)[CH:22]=[CH:21]3)[CH2:25][CH2:26]1)([CH2:31][CH3:32])([CH3:33])[CH3:34]. (6) Given the reactants [Cl:1][C:2]1[C:7]([Cl:8])=[C:6]([Cl:9])[CH:5]=[C:4]([N+:10]([O-])=O)[C:3]=1[NH2:13].S(S([O-])=O)([O-])=O.[Na+].[Na+].[CH:22](OC)(OC)OC.CN(C=O)C, predict the reaction product. The product is: [Cl:1][C:2]1[C:3]2[N:13]=[CH:22][NH:10][C:4]=2[CH:5]=[C:6]([Cl:9])[C:7]=1[Cl:8]. (7) Given the reactants [CH2:1]([C@H:3]1[CH2:7][NH:6][CH2:5][C@H:4]1[C:8]([O:10]CC)=[O:9])[CH3:2].Cl.[C:14](=O)([O:23]N1C(=O)CCC1=O)[O:15][CH2:16][C:17]1[CH:22]=[CH:21][CH:20]=[CH:19][CH:18]=1, predict the reaction product. The product is: [CH2:16]([O:15][C:14]([N:6]1[CH2:7][C@H:3]([CH2:1][CH3:2])[C@H:4]([C:8]([OH:10])=[O:9])[CH2:5]1)=[O:23])[C:17]1[CH:22]=[CH:21][CH:20]=[CH:19][CH:18]=1.